From a dataset of Catalyst prediction with 721,799 reactions and 888 catalyst types from USPTO. Predict which catalyst facilitates the given reaction. (1) Reactant: [Cl:1][C:2]1[C:3](=[O:29])[N:4]([C:9]2[CH:14]=[C:13]([C:15]3[CH:20]=[CH:19][N:18]=[C:17]([NH:21][C:22]4[CH:27]=[CH:26][CH:25]=[C:24]([Cl:28])[CH:23]=4)[N:16]=3)[CH:12]=[CH:11][N:10]=2)[N:5]=[CH:6][C:7]=1Cl.[N-:30]=[N+:31]=[N-:32].[Na+]. Product: [N:30]([C:7]1[CH:6]=[N:5][N:4]([C:9]2[CH:14]=[C:13]([C:15]3[CH:20]=[CH:19][N:18]=[C:17]([NH:21][C:22]4[CH:27]=[CH:26][CH:25]=[C:24]([Cl:28])[CH:23]=4)[N:16]=3)[CH:12]=[CH:11][N:10]=2)[C:3](=[O:29])[C:2]=1[Cl:1])=[N+:31]=[N-:32]. The catalyst class is: 10. (2) The catalyst class is: 8. Product: [C:1]([C:4]1[CH:5]([C:30]2[CH:35]=[CH:34][C:33]([C:36]#[N:37])=[CH:32][CH:31]=2)[CH:6]([C:7]([O:9][CH2:10][C:11]2[CH:16]=[CH:15][CH:14]=[CH:13][CH:12]=2)=[O:8])[C:17](=[O:18])[N:19]([C:20]2[CH:25]=[CH:24][CH:23]=[C:22]([C:26]([F:28])([F:29])[F:27])[CH:21]=2)[C:38]=1[CH3:39])(=[O:3])[CH3:2]. Reactant: [C:1]([CH:4]([C:38](=O)[CH3:39])[CH:5]([C:30]1[CH:35]=[CH:34][C:33]([C:36]#[N:37])=[CH:32][CH:31]=1)[CH:6]([C:17]([NH:19][C:20]1[CH:25]=[CH:24][CH:23]=[C:22]([C:26]([F:29])([F:28])[F:27])[CH:21]=1)=[O:18])[C:7]([O:9][CH2:10][C:11]1[CH:16]=[CH:15][CH:14]=[CH:13][CH:12]=1)=[O:8])(=[O:3])[CH3:2].S([O-])([O-])(=O)=O.[Mg+2].